Dataset: Reaction yield outcomes from USPTO patents with 853,638 reactions. Task: Predict the reaction yield, written as a fraction of the theoretical maximum amount of product (1.0 means a 100% yield; for example, 0.34 means a 34% yield). (1) The yield is 1.00. The product is [ClH:32].[ClH:32].[C@H:12]12[CH2:14][C@H:9]([NH:8][CH2:13]1)[CH2:10][N:11]2[CH2:15][C:16]1[CH:21]=[CH:20][C:19]([CH2:22][C:23]2[S:24][C:25]3[CH:31]=[CH:30][CH:29]=[CH:28][C:26]=3[N:27]=2)=[CH:18][CH:17]=1. The reactants are C(OC([N:8]1[CH2:13][CH:12]2[CH2:14][CH:9]1[CH2:10][N:11]2[CH2:15][C:16]1[CH:21]=[CH:20][C:19]([CH2:22][C:23]2[S:24][C:25]3[CH:31]=[CH:30][CH:29]=[CH:28][C:26]=3[N:27]=2)=[CH:18][CH:17]=1)=O)(C)(C)C.[ClH:32]. The catalyst is C(Cl)Cl. (2) The reactants are [S:1]1[CH2:6][C:5](=[O:7])[NH:4][C:3]2[CH:8]=[CH:9][CH:10]=[CH:11][C:2]1=2.Br[CH2:13][C:14]1[CH:19]=[CH:18][CH:17]=[CH:16][C:15]=1[F:20].CC([O-])(C)C.[K+].O. The catalyst is CN(C=O)C. The product is [F:20][C:15]1[CH:16]=[CH:17][CH:18]=[CH:19][C:14]=1[CH2:13][N:4]1[C:5](=[O:7])[CH2:6][S:1][C:2]2[CH:11]=[CH:10][CH:9]=[CH:8][C:3]1=2. The yield is 0.910. (3) The reactants are Br[CH2:2][C:3]([C:5]1[C:6]([C:11]2[CH:16]=[CH:15][CH:14]=[CH:13][CH:12]=2)=[N:7][O:8][C:9]=1[CH3:10])=O.[NH2:17][C:18]1[CH:23]=[CH:22][C:21]([Br:24])=[CH:20][N:19]=1. No catalyst specified. The product is [Br:24][C:21]1[CH:22]=[CH:23][C:18]2[N:19]([CH:2]=[C:3]([C:5]3[C:6]([C:11]4[CH:16]=[CH:15][CH:14]=[CH:13][CH:12]=4)=[N:7][O:8][C:9]=3[CH3:10])[N:17]=2)[CH:20]=1. The yield is 0.420. (4) The reactants are [OH:1][CH2:2][C@@H:3]1[CH2:12][C:11]2[C:6](=[CH:7][CH:8]=[CH:9][CH:10]=2)[CH2:5][N:4]1[C:13]([C:15]1[CH:20]=[C:19]([N+:21]([O-:23])=[O:22])[CH:18]=[CH:17][C:16]=1[N:24]1[C:28]([CH3:29])=[CH:27][C:26]([C:30]([O:32]CC)=[O:31])=[N:25]1)=[O:14].O.[OH-].[Li+]. The catalyst is C1COCC1.O. The product is [OH:1][CH2:2][C@@H:3]1[CH2:12][C:11]2[C:6](=[CH:7][CH:8]=[CH:9][CH:10]=2)[CH2:5][N:4]1[C:13]([C:15]1[CH:20]=[C:19]([N+:21]([O-:23])=[O:22])[CH:18]=[CH:17][C:16]=1[N:24]1[C:28]([CH3:29])=[CH:27][C:26]([C:30]([OH:32])=[O:31])=[N:25]1)=[O:14]. The yield is 0.820.